From a dataset of Catalyst prediction with 721,799 reactions and 888 catalyst types from USPTO. Predict which catalyst facilitates the given reaction. (1) Reactant: [F:1][C:2]1[CH:7]=[CH:6][CH:5]=[C:4]([F:8])[C:3]=1[CH2:9][C:10]([O:12][CH3:13])=[O:11].C1C(=O)N([Br:21])C(=O)C1.CC(N=NC(C#N)(C)C)(C#N)C. Product: [Br:21][CH:9]([C:3]1[C:2]([F:1])=[CH:7][CH:6]=[CH:5][C:4]=1[F:8])[C:10]([O:12][CH3:13])=[O:11]. The catalyst class is: 53. (2) Reactant: [C:1]([NH:5][S:6]([C:9]1[S:10][C:11]([C:14]2[N:19]=[C:18]([CH:20]3[CH2:22][CH2:21]3)[CH:17]=[C:16]([OH:23])[N:15]=2)=[CH:12][CH:13]=1)(=[O:8])=[O:7])([CH3:4])([CH3:3])[CH3:2].C1C(=O)N([Cl:31])C(=O)C1. Product: [C:1]([NH:5][S:6]([C:9]1[S:10][C:11]([C:14]2[N:19]=[C:18]([CH:20]3[CH2:22][CH2:21]3)[C:17]([Cl:31])=[C:16]([OH:23])[N:15]=2)=[CH:12][CH:13]=1)(=[O:7])=[O:8])([CH3:4])([CH3:2])[CH3:3]. The catalyst class is: 15. (3) Reactant: N(OC(C)(C)C)=O.N[C:9]1[CH:14]=[C:13]([CH3:15])[C:12]([C:16](=[O:18])[CH3:17])=[C:11]([CH3:19])[CH:10]=1.[ClH:20]. Product: [Cl:20][C:9]1[CH:14]=[C:13]([CH3:15])[C:12]([C:16](=[O:18])[CH3:17])=[C:11]([CH3:19])[CH:10]=1. The catalyst class is: 879. (4) Reactant: [N+:1]([C:4]1[CH:9]=[CH:8][C:7]([F:10])=[CH:6][C:5]=1[OH:11])([O-:3])=[O:2].IC.[C:14]([O-])([O-])=O.[K+].[K+]. The catalyst class is: 3. Product: [CH3:14][O:11][C:5]1[CH:6]=[C:7]([F:10])[CH:8]=[CH:9][C:4]=1[N+:1]([O-:3])=[O:2].